From a dataset of Peptide-MHC class I binding affinity with 185,985 pairs from IEDB/IMGT. Regression. Given a peptide amino acid sequence and an MHC pseudo amino acid sequence, predict their binding affinity value. This is MHC class I binding data. (1) The peptide sequence is RCQKPLNPA. The MHC is HLA-A11:02 with pseudo-sequence HLA-A11:01. The binding affinity (normalized) is 0.415. (2) The peptide sequence is WMYRQQNPI. The MHC is Mamu-B3901 with pseudo-sequence Mamu-B3901. The binding affinity (normalized) is 0.181. (3) The peptide sequence is SGPSNTYPEI. The MHC is Mamu-A02 with pseudo-sequence Mamu-A02. The binding affinity (normalized) is 0. (4) The peptide sequence is TADDITMGY. The MHC is HLA-A26:01 with pseudo-sequence HLA-A26:01. The binding affinity (normalized) is 0.218. (5) The peptide sequence is RISGVDRYY. The MHC is Mamu-B08 with pseudo-sequence Mamu-B08. The binding affinity (normalized) is 0.